Dataset: Reaction yield outcomes from USPTO patents with 853,638 reactions. Task: Predict the reaction yield, written as a fraction of the theoretical maximum amount of product (1.0 means a 100% yield; for example, 0.34 means a 34% yield). (1) The reactants are [Cl:1][C:2]1[CH:7]=[CH:6][C:5]([S:8]([CH2:11][C:12](O)=O)(=[O:10])=[O:9])=[CH:4][CH:3]=1.[Br:15][C:16]1[CH:23]=[CH:22][C:19](C=O)=[CH:18][CH:17]=1. No catalyst specified. The product is [Cl:1][C:2]1[CH:7]=[CH:6][C:5]([S:8](/[CH:11]=[CH:12]/[C:19]2[CH:22]=[CH:23][C:16]([Br:15])=[CH:17][CH:18]=2)(=[O:10])=[O:9])=[CH:4][CH:3]=1. The yield is 0.800. (2) The reactants are [C:1]([C:4]1[CH:9]=[CH:8][CH:7]=[CH:6][N:5]=1)(=O)[CH3:2].[CH:10]1([NH2:13])[CH2:12][CH2:11]1.O1CCCC1.C([BH3-])#N. The catalyst is C(O)(=O)C. The product is [CH:10]1([NH:13][CH:1]([C:4]2[CH:9]=[CH:8][CH:7]=[CH:6][N:5]=2)[CH3:2])[CH2:12][CH2:11]1. The yield is 0.730. (3) The reactants are [C:1]([O-:9])(=O)[C:2]1[CH:7]=[CH:6][CH:5]=[CH:4][CH:3]=1.[Na+].[CH2:11]([O:13][CH:14]([O:17][CH2:18][CH3:19])[CH2:15]Br)[CH3:12].CN(C)C=O. The catalyst is O. The product is [CH2:11]([O:13][CH:14]([O:17][CH2:18][CH3:19])[CH2:15][O:9][CH2:1][C:2]1[CH:3]=[CH:4][CH:5]=[CH:6][CH:7]=1)[CH3:12]. The yield is 0.811. (4) The product is [CH2:1]([N:8]1[CH2:28][CH2:29][CH:30]([C:31]([O:33][CH2:34][CH3:35])=[O:32])[C:23](=[O:25])[C:10]2[CH:11]=[N:12][N:13]([CH2:14][C:15]3[CH:16]=[CH:17][C:18]([O:21][CH3:22])=[CH:19][CH:20]=3)[C:9]1=2)[C:2]1[CH:7]=[CH:6][CH:5]=[CH:4][CH:3]=1. The catalyst is C1COCC1. The yield is 0.910. The reactants are [CH2:1]([N:8]([CH2:28][CH2:29][CH2:30][C:31]([O:33][CH2:34][CH3:35])=[O:32])[C:9]1[N:13]([CH2:14][C:15]2[CH:20]=[CH:19][C:18]([O:21][CH3:22])=[CH:17][CH:16]=2)[N:12]=[CH:11][C:10]=1[C:23]([O:25]CC)=O)[C:2]1[CH:7]=[CH:6][CH:5]=[CH:4][CH:3]=1.[Li+].C[Si]([N-][Si](C)(C)C)(C)C.O. (5) The reactants are [CH3:1][C:2]([Si:5](Cl)([CH3:7])[CH3:6])([CH3:4])[CH3:3].Cl.[F:10][C:11]1([F:27])[C@H:15]([OH:16])[C@@H:14]([CH2:17][OH:18])[O:13][C@H:12]1[N:19]1[CH:26]=[CH:25][C:23]([NH2:24])=[N:22][C:20]1=[O:21]. The catalyst is N1C=CC=CC=1. The product is [Si:5]([O:18][CH2:17][C@H:14]1[O:13][C@@H:12]([N:19]2[CH:26]=[CH:25][C:23]([NH2:24])=[N:22][C:20]2=[O:21])[C:11]([F:10])([F:27])[C@@H:15]1[OH:16])([C:2]([CH3:4])([CH3:3])[CH3:1])([CH3:7])[CH3:6]. The yield is 0.960. (6) The reactants are [Br:1][C:2]1[CH:7]=[CH:6][C:5]([CH2:8][CH2:9][CH2:10][NH2:11])=[CH:4][CH:3]=1.[C:12]1(=O)[CH2:15][CH2:14][CH2:13]1.[C:17](O)(=O)[CH3:18].[C:21](O[BH-](OC(=O)C)OC(=O)C)(=O)[CH3:22].[Na+]. The catalyst is ClC(Cl)C. The product is [Br:1][C:2]1[CH:3]=[CH:4][C:5]([CH2:8][CH2:9][CH2:10][N:11]([CH:18]2[CH2:17][CH2:22][CH2:21]2)[CH:12]2[CH2:15][CH2:14][CH2:13]2)=[CH:6][CH:7]=1. The yield is 0.420. (7) The reactants are [CH3:1][S:2]([C:5]1[CH:12]=[CH:11][C:8]([CH:9]=O)=[CH:7][CH:6]=1)(=[O:4])=[O:3].Cl.[CH2:14]1[C:23](=[O:24])[CH2:22][C:21]2[C:16](=[CH:17][CH:18]=[CH:19][CH:20]=2)[CH2:15]1.O. The catalyst is C(O)(=O)C.C(OC(=O)C)C.CCCCCC.ClCCl. The product is [CH3:1][S:2]([C:5]1[CH:12]=[CH:11][C:8](/[CH:9]=[C:22]2/[C:23](=[O:24])[CH2:14][CH2:15][C:16]3[C:21]/2=[CH:20][CH:19]=[CH:18][CH:17]=3)=[CH:7][CH:6]=1)(=[O:4])=[O:3]. The yield is 0.780. (8) The reactants are [CH2:1]([N:4]([CH2:16][CH2:17][CH3:18])[C:5]([C:7]1[CH:8]=[C:9]([CH:13]=[CH:14][CH:15]=1)[C:10]([OH:12])=O)=[O:6])[CH2:2][CH3:3].CCN(C(C)C)C(C)C.CN(C(ON1N=NC2C=CC=NC1=2)=[N+](C)C)C.F[P-](F)(F)(F)(F)F.[CH2:52]([O:55][C@H:56]1[CH2:60][N:59]([CH:61]([C:68]2[CH:73]=[CH:72][CH:71]=[CH:70][CH:69]=2)[C:62]2[CH:67]=[CH:66][CH:65]=[CH:64][CH:63]=2)[C@@H:58]([C@@H:74]([OH:86])[C@@H:75]([NH2:85])[CH2:76][C:77]2[CH:82]=[C:81]([F:83])[CH:80]=[C:79]([F:84])[CH:78]=2)[CH2:57]1)[CH:53]=[CH2:54]. The catalyst is ClCCl. The product is [CH2:52]([O:55][C@H:56]1[CH2:60][N:59]([CH:61]([C:68]2[CH:73]=[CH:72][CH:71]=[CH:70][CH:69]=2)[C:62]2[CH:67]=[CH:66][CH:65]=[CH:64][CH:63]=2)[C@@H:58]([C@@H:74]([OH:86])[C@@H:75]([NH:85][C:10](=[O:12])[C:9]2[CH:13]=[CH:14][CH:15]=[C:7]([C:5]([N:4]([CH2:1][CH2:2][CH3:3])[CH2:16][CH2:17][CH3:18])=[O:6])[CH:8]=2)[CH2:76][C:77]2[CH:82]=[C:81]([F:83])[CH:80]=[C:79]([F:84])[CH:78]=2)[CH2:57]1)[CH:53]=[CH2:54]. The yield is 0.890.